The task is: Predict which catalyst facilitates the given reaction.. This data is from Catalyst prediction with 721,799 reactions and 888 catalyst types from USPTO. (1) Reactant: [Cl:1][C:2]1[CH:3]=[C:4]2[C:8](=[CH:9][CH:10]=1)[N:7]([C:11]1[N:15]([CH3:16])[N:14]=[C:13]([CH3:17])[C:12]=1/[CH:18]=[CH:19]/[C:20]([NH:22][S:23]([N:26]1[CH2:31][CH2:30][C:29](=[O:32])[CH2:28][CH2:27]1)(=[O:25])=[O:24])=[O:21])[CH:6]=[CH:5]2.[CH3:33][Mg]Br.[Cl-].[NH4+]. Product: [Cl:1][C:2]1[CH:3]=[C:4]2[C:8](=[CH:9][CH:10]=1)[N:7]([C:11]1[N:15]([CH3:16])[N:14]=[C:13]([CH3:17])[C:12]=1/[CH:18]=[CH:19]/[C:20]([NH:22][S:23]([N:26]1[CH2:27][CH2:28][C:29]([OH:32])([CH3:33])[CH2:30][CH2:31]1)(=[O:25])=[O:24])=[O:21])[CH:6]=[CH:5]2. The catalyst class is: 7. (2) Reactant: [F:1][C:2]1[CH:3]=[CH:4][C:5]([O:11][CH3:12])=[C:6]([C:8](=[S:10])[NH2:9])[CH:7]=1.C[I:14].[CH:15](OC(C)C)(C)C. Product: [IH:14].[CH3:15][S:10][C:8]([C:6]1[CH:7]=[C:2]([F:1])[CH:3]=[CH:4][C:5]=1[O:11][CH3:12])=[NH:9]. The catalyst class is: 21. (3) Reactant: [Si:1]([O:18][CH2:19][C@H:20]([CH:22]1[CH2:25][N:24]([C:26]([O:28][C:29]([CH3:32])([CH3:31])[CH3:30])=[O:27])[CH2:23]1)O)([C:14]([CH3:17])([CH3:16])[CH3:15])([C:8]1[CH:13]=[CH:12][CH:11]=[CH:10][CH:9]=1)[C:2]1[CH:7]=[CH:6][CH:5]=[CH:4][CH:3]=1.[CH3:33][S:34](Cl)(=[O:36])=[O:35]. Product: [Si:1]([O:18][CH2:19][C@H:20]([CH:22]1[CH2:25][N:24]([C:26]([O:28][C:29]([CH3:32])([CH3:31])[CH3:30])=[O:27])[CH2:23]1)[S:34]([CH3:33])(=[O:36])=[O:35])([C:14]([CH3:17])([CH3:16])[CH3:15])([C:8]1[CH:13]=[CH:12][CH:11]=[CH:10][CH:9]=1)[C:2]1[CH:7]=[CH:6][CH:5]=[CH:4][CH:3]=1. The catalyst class is: 2. (4) Reactant: [Br:1][C:2]1[CH:10]=[C:9]2[C:5]([CH:6]=[CH:7][N:8]2[CH2:11][C:12]2[CH:17]=[CH:16][C:15]([O:18][Si:19]([CH:26]([CH3:28])[CH3:27])([CH:23]([CH3:25])[CH3:24])[CH:20]([CH3:22])[CH3:21])=[C:14]([CH:29]([CH3:31])[CH3:30])[CH:13]=2)=[C:4]([N+:32]([O-])=O)[CH:3]=1.O.NN.C(OCC)(=O)C.O. Product: [Br:1][C:2]1[CH:10]=[C:9]2[C:5]([CH:6]=[CH:7][N:8]2[CH2:11][C:12]2[CH:17]=[CH:16][C:15]([O:18][Si:19]([CH:23]([CH3:25])[CH3:24])([CH:26]([CH3:27])[CH3:28])[CH:20]([CH3:21])[CH3:22])=[C:14]([CH:29]([CH3:31])[CH3:30])[CH:13]=2)=[C:4]([NH2:32])[CH:3]=1. The catalyst class is: 8. (5) Reactant: [CH:1]1([CH2:4][C:5]([NH:7][C@@H:8]2[C:22](=[O:23])[N:21]3[CH2:24][C@H:25]([O:27][C:28]4[CH:33]=[C:32]([C:34]5[CH:39]=[CH:38][CH:37]=[CH:36][N:35]=5)[N:31]=[C:30]5[CH:40]=[CH:41][S:42][C:29]=45)[CH2:26][C@H:20]3[C:19](=[O:43])[NH:18][C@:17]3([C:45]([O:47]C)=[O:46])[CH2:44][C@H:16]3[CH:15]=[CH:14][CH2:13][CH2:12][CH2:11][CH2:10][CH2:9]2)=[O:6])[CH2:3][CH2:2]1.O1CCCC1.[OH-].[Li+]. Product: [CH:1]1([CH2:4][C:5]([NH:7][C@@H:8]2[C:22](=[O:23])[N:21]3[CH2:24][C@H:25]([O:27][C:28]4[CH:33]=[C:32]([C:34]5[CH:39]=[CH:38][CH:37]=[CH:36][N:35]=5)[N:31]=[C:30]5[CH:40]=[CH:41][S:42][C:29]=45)[CH2:26][C@H:20]3[C:19](=[O:43])[NH:18][C@:17]3([C:45]([OH:47])=[O:46])[CH2:44][C@H:16]3[CH:15]=[CH:14][CH2:13][CH2:12][CH2:11][CH2:10][CH2:9]2)=[O:6])[CH2:3][CH2:2]1. The catalyst class is: 5. (6) Reactant: [Cl:1][C:2]1[CH:28]=[CH:27][C:5]2[N:6]3[C:10]([CH2:11][NH:12][CH2:13][C:4]=2[CH:3]=1)=[N:9][N:8]=[C:7]3[C@H:14]1[CH2:19][CH2:18][C@H:17]([C:20]2[C:25]([F:26])=[CH:24][CH:23]=[CH:22][N:21]=2)[CH2:16][CH2:15]1.C(=O)([O-])[O-].[Cs+].[Cs+].FC(F)(F)S(O[CH2:41][CH:42]([F:44])[F:43])(=O)=O. Product: [Cl:1][C:2]1[CH:28]=[CH:27][C:5]2[N:6]3[C:10]([CH2:11][N:12]([CH2:41][CH:42]([F:44])[F:43])[CH2:13][C:4]=2[CH:3]=1)=[N:9][N:8]=[C:7]3[C@H:14]1[CH2:19][CH2:18][C@H:17]([C:20]2[C:25]([F:26])=[CH:24][CH:23]=[CH:22][N:21]=2)[CH2:16][CH2:15]1. The catalyst class is: 10. (7) Reactant: [NH2:1][C:2]1[N:11]=[C:10]2[C:5]([C:6]([C:13]([F:16])([F:15])[F:14])=[CH:7][C:8](=[O:12])[NH:9]2)=[CH:4][CH:3]=1.Br[CH2:18][C:19](=O)[C:20]([O:22][CH2:23][CH3:24])=[O:21]. Product: [O:12]=[C:8]1[NH:9][C:10]2[N:11]3[CH:18]=[C:19]([C:20]([O:22][CH2:23][CH3:24])=[O:21])[N:1]=[C:2]3[CH:3]=[CH:4][C:5]=2[C:6]([C:13]([F:16])([F:15])[F:14])=[CH:7]1. The catalyst class is: 3. (8) Product: [CH2:1]([O:8][C:9]1[CH:14]=[CH:13][C:12]([C:15]2[CH:20]=[C:19]([I:30])[C:18]([NH2:21])=[CH:17][C:16]=2[Cl:28])=[C:11]([F:29])[CH:10]=1)[C:2]1[CH:7]=[CH:6][CH:5]=[CH:4][CH:3]=1. The catalyst class is: 5. Reactant: [CH2:1]([O:8][C:9]1[CH:14]=[CH:13][C:12]([C:15]2[CH:20]=[CH:19][C:18]([NH:21]C(=O)C(F)(F)F)=[CH:17][C:16]=2[Cl:28])=[C:11]([F:29])[CH:10]=1)[C:2]1[CH:7]=[CH:6][CH:5]=[CH:4][CH:3]=1.[I:30]I.OO. (9) The catalyst class is: 175. Product: [CH:2]([C:6]1[CH:11]=[CH:10][C:9]([CH:12]2[C:16]3[C:17]([CH3:31])=[C:18]([NH:23][C:24](=[O:30])[CH2:25][C:26]([CH3:27])([CH3:28])[CH3:29])[C:19]([CH3:22])=[C:20]([CH3:21])[C:15]=3[O:14][CH2:13]2)=[CH:8][CH:7]=1)=[O:1]. Reactant: [O:1]1CCO[CH:2]1[C:6]1[CH:11]=[CH:10][C:9]([CH:12]2[C:16]3[C:17]([CH3:31])=[C:18]([NH:23][C:24](=[O:30])[CH2:25][C:26]([CH3:29])([CH3:28])[CH3:27])[C:19]([CH3:22])=[C:20]([CH3:21])[C:15]=3[O:14][CH2:13]2)=[CH:8][CH:7]=1. (10) Reactant: C([BH3-])#N.[Na+].Cl.[F:6][C:7]1[CH:12]=[CH:11][C:10]([CH:13]([NH:21][C:22]([CH:24]2[CH2:29][CH2:28][C:27](=[N+:30]3[CH2:35][CH2:34][O:33][CH2:32][CH2:31]3)[CH2:26][CH:25]2[C:36]2[CH:41]=[CH:40][C:39]([F:42])=[CH:38][CH:37]=2)=[O:23])[C:14]2[CH:19]=[CH:18][C:17]([F:20])=[CH:16][CH:15]=2)=[CH:9][CH:8]=1.[OH-].[Na+]. Product: [F:6][C:7]1[CH:8]=[CH:9][C:10]([CH:13]([C:14]2[CH:15]=[CH:16][C:17]([F:20])=[CH:18][CH:19]=2)[NH:21][C:22]([CH:24]2[CH2:29][CH2:28][CH:27]([N:30]3[CH2:31][CH2:32][O:33][CH2:34][CH2:35]3)[CH2:26][CH:25]2[C:36]2[CH:41]=[CH:40][C:39]([F:42])=[CH:38][CH:37]=2)=[O:23])=[CH:11][CH:12]=1. The catalyst class is: 5.